This data is from HIV replication inhibition screening data with 41,000+ compounds from the AIDS Antiviral Screen. The task is: Binary Classification. Given a drug SMILES string, predict its activity (active/inactive) in a high-throughput screening assay against a specified biological target. (1) The molecule is CC(=O)OC(C)(C)C=CC(=O)C(C)(O)C1C(O)CC2(C)C3CC=C4C(CC(O)C(=O)C4(C)C)C3(CO)C(=O)CC12C. The result is 0 (inactive). (2) The compound is CCc1ccccc1NC(=O)C(=O)C(C(=O)c1ccc(OC)cc1)c1ccc(OC)cc1. The result is 0 (inactive). (3) The molecule is CCOC(=O)C(=O)C(C(=NN(C)C)C(=O)Nc1ccc(C)cc1C)c1nc2ccccc2nc1O. The result is 0 (inactive). (4) The compound is CCCCCCCC(=O)OCC(C[As](=O)(O)O)OC(=O)CCCCCCC. The result is 0 (inactive). (5) The compound is CC(C)(C)C[PH]1(CC(C)(C)C)CC[PH](CC(C)(C)C)(CC(C)(C)C)[Mo]1(C#[O+])(C#[O+])(C#[O+])C#[O+]. The result is 0 (inactive).